Predict the product of the given reaction. From a dataset of Forward reaction prediction with 1.9M reactions from USPTO patents (1976-2016). (1) Given the reactants CO[C:3](=[NH:11])[C:4]1[CH:9]=[CH:8][CH:7]=[CH:6][C:5]=1[OH:10].[F:12][C:13]1[CH:14]=[C:15]([CH2:19][CH2:20][NH2:21])[CH:16]=[CH:17][CH:18]=1.[C:22](OC)(=[O:27])[CH2:23][C:24]([CH3:26])=O, predict the reaction product. The product is: [F:12][C:13]1[CH:14]=[C:15]([CH2:19][CH2:20][N:21]2[C:22](=[O:27])[CH:23]=[C:24]([CH3:26])[N:11]=[C:3]2[C:4]2[CH:9]=[CH:8][CH:7]=[CH:6][C:5]=2[OH:10])[CH:16]=[CH:17][CH:18]=1. (2) The product is: [CH2:1]([CH:3]([N:6]1[C:18]2[C:17]3[CH:16]=[CH:15][C:14]([I:19])=[CH:13][C:12]=3[N:11]=[C:10]([CH3:20])[C:9]=2[CH:8]=[CH:7]1)[CH2:4][CH3:5])[CH3:2]. Given the reactants [CH2:1]([CH:3]([N:6]1[C:18]2[C:17]3[CH:16]=[CH:15][C:14]([I:19])=[CH:13][C:12]=3[N:11]=[C:10]([C:20]3C(C)=CC(C)=CC=3C)[C:9]=2[CH2:8][CH2:7]1)[CH2:4][CH3:5])[CH3:2], predict the reaction product. (3) The product is: [Cl:1][C:2]1[C:3]2[C:8]([N:9]=[C:10]3[C:15]=1[CH:14]=[CH:13][CH:12]=[C:11]3[C:17]([NH:19][CH2:20][CH2:21][N:22]([CH2:25][CH3:26])[CH2:23][CH3:24])=[O:18])=[CH:7][CH:6]=[C:5]([I:27])[CH:4]=2. Given the reactants [Cl:1][C:2]1[C:3]2[C:8]([N:9]=[C:10]3[C:15]=1[CH:14]=[C:13](I)[CH:12]=[C:11]3[C:17]([NH:19][CH2:20][CH2:21][N:22]([CH2:25][CH3:26])[CH2:23][CH3:24])=[O:18])=[CH:7][CH:6]=[CH:5][CH:4]=2.[I:27]C1C=C2C(NC3C(C(O)=O)=CC=CC=3C2=O)=CC=1, predict the reaction product. (4) Given the reactants [Br:1][C:2]1[CH:6]=[C:5]([CH:7]2[O:11][CH2:10][CH2:9][O:8]2)[S:4][C:3]=1[CH:12]=[O:13].[BH4-].[Na+], predict the reaction product. The product is: [Br:1][C:2]1[CH:6]=[C:5]([CH:7]2[O:11][CH2:10][CH2:9][O:8]2)[S:4][C:3]=1[CH2:12][OH:13].